From a dataset of Forward reaction prediction with 1.9M reactions from USPTO patents (1976-2016). Predict the product of the given reaction. (1) Given the reactants [N+:1]([C:4]1[CH:12]=[C:11]2[C:7]([CH:8]=[C:9]([C:13]3[CH:18]=[CH:17][CH:16]=[CH:15][CH:14]=3)[NH:10]2)=[CH:6][CH:5]=1)([O-:3])=[O:2].[CH2:19]1OCCOCCOCCOCCOCCOC1.CC(C)([O-])C.[K+].CI, predict the reaction product. The product is: [CH3:19][N:10]1[C:11]2[C:7](=[CH:6][CH:5]=[C:4]([N+:1]([O-:3])=[O:2])[CH:12]=2)[CH:8]=[C:9]1[C:13]1[CH:18]=[CH:17][CH:16]=[CH:15][CH:14]=1. (2) Given the reactants CC[O:3][C:4]([CH:6]1[CH2:11][N:10]([C:12]([O:14][C:15]([CH3:18])([CH3:17])[CH3:16])=[O:13])[C:9]2[CH:19]=[C:20]([Cl:28])[C:21]([N:23]([CH2:26][CH3:27])[CH2:24][CH3:25])=[CH:22][C:8]=2[O:7]1)=[O:5].O[Li].O, predict the reaction product. The product is: [C:15]([O:14][C:12]([N:10]1[C:9]2[CH:19]=[C:20]([Cl:28])[C:21]([N:23]([CH2:26][CH3:27])[CH2:24][CH3:25])=[CH:22][C:8]=2[O:7][CH:6]([C:4]([OH:5])=[O:3])[CH2:11]1)=[O:13])([CH3:17])([CH3:18])[CH3:16]. (3) The product is: [ClH:2].[Cl:2][C:3]1[CH:4]=[C:5]2[C:9](=[CH:10][CH:11]=1)[NH:8][C:7]([C:12]([NH:14][C@@H:15]1[CH2:20][CH2:19][CH2:18][CH2:17][C@@H:16]1[NH:21][C:22]([C:24]1[S:32][C:31]3[CH2:30][CH2:29][N:28]([CH3:35])[CH2:27][C:26]=3[CH:25]=1)=[O:23])=[O:13])=[CH:6]2. Given the reactants Cl.[Cl:2][C:3]1[CH:4]=[C:5]2[C:9](=[CH:10][CH:11]=1)[NH:8][C:7]([C:12]([NH:14][C@@H:15]1[CH2:20][CH2:19][CH2:18][CH2:17][C@@H:16]1[NH:21][C:22]([C:24]1[S:32][C:31]3[CH2:30][CH2:29][NH:28][CH2:27][C:26]=3[CH:25]=1)=[O:23])=[O:13])=[CH:6]2.C=O.[C:35](O[BH-](OC(=O)C)OC(=O)C)(=O)C.[Na+].[OH-].[Na+], predict the reaction product. (4) Given the reactants [C:1]([NH:5][C:6](=[O:35])[C:7]1[CH:12]=[CH:11][CH:10]=[C:9]([O:13][C:14]2[CH:19]=[CH:18][C:17]([NH:20][C:21]3[C:31]4[CH:30]=[C:29](C=O)[CH2:28][CH2:27][NH:26][C:25]=4[N:24]=[CH:23][N:22]=3)=[CH:16][C:15]=2[Cl:34])[CH:8]=1)([CH3:4])([CH3:3])[CH3:2].[NH2:36][C@H:37]1[CH2:42][CH2:41][C@H:40]([OH:43])[CH2:39][CH2:38]1.[C:44](O[BH-](OC(=O)C)OC(=O)C)(=O)C.[Na+].[ClH:58].C(OCC)(=O)C, predict the reaction product. The product is: [ClH:34].[ClH:58].[C:1]([NH:5][C:6](=[O:35])[C:7]1[CH:12]=[CH:11][CH:10]=[C:9]([O:13][C:14]2[CH:19]=[CH:18][C:17]([NH:20][C:21]3[C:31]4[CH:30]=[C:29]([CH2:44][NH:36][C@H:37]5[CH2:42][CH2:41][C@H:40]([OH:43])[CH2:39][CH2:38]5)[CH2:28][CH2:27][NH:26][C:25]=4[N:24]=[CH:23][N:22]=3)=[CH:16][C:15]=2[Cl:34])[CH:8]=1)([CH3:4])([CH3:2])[CH3:3]. (5) Given the reactants [CH2:1]([O:8][CH:9]1[CH2:12][C:11]([C:14]2[CH:19]=[CH:18][CH:17]=[CH:16][N:15]=2)(O)[CH2:10]1)[C:2]1[CH:7]=[CH:6][CH:5]=[CH:4][CH:3]=1.CCN(S(F)(F)[F:26])CC, predict the reaction product. The product is: [CH2:1]([O:8][CH:9]1[CH2:12][C:11]([C:14]2[CH:19]=[CH:18][CH:17]=[CH:16][N:15]=2)([F:26])[CH2:10]1)[C:2]1[CH:7]=[CH:6][CH:5]=[CH:4][CH:3]=1. (6) Given the reactants [NH2:1][C:2]1[C:3]([CH3:38])=[C:4]([CH:35]=[CH:36][CH:37]=1)[O:5][C:6]1[C:7]([C:23]([NH:25][CH2:26][C:27]2[CH:32]=[CH:31][C:30]([O:33][CH3:34])=[CH:29][CH:28]=2)=[O:24])=[C:8]([NH:14][C:15]2[CH:20]=[CH:19][C:18]([I:21])=[CH:17][C:16]=2[F:22])[N:9]([CH3:13])[C:10](=[O:12])[CH:11]=1.[CH:39]1([C:42](Cl)=[O:43])[CH2:41][CH2:40]1, predict the reaction product. The product is: [CH:39]1([C:42]([NH:1][C:2]2[C:3]([CH3:38])=[C:4]([CH:35]=[CH:36][CH:37]=2)[O:5][C:6]2[C:7]([C:23]([NH:25][CH2:26][C:27]3[CH:28]=[CH:29][C:30]([O:33][CH3:34])=[CH:31][CH:32]=3)=[O:24])=[C:8]([NH:14][C:15]3[CH:20]=[CH:19][C:18]([I:21])=[CH:17][C:16]=3[F:22])[N:9]([CH3:13])[C:10](=[O:12])[CH:11]=2)=[O:43])[CH2:41][CH2:40]1. (7) Given the reactants [OH:1][C@@H:2]1[C:10]2[C:5](=[CH:6][CH:7]=[CH:8][CH:9]=2)[CH2:4][C@@:3]1([CH2:20][C:21]1[CH:29]=[CH:28][C:24]([C:25]([NH2:27])=[O:26])=[CH:23][CH:22]=1)[C:11]1[CH2:12][C:13]2[C:18]([CH:19]=1)=[CH:17][CH:16]=[CH:15][CH:14]=2.C1CCC(N=C=NC2CCCCC2)CC1.C([NH:62][C@H:63]([C:68](O)=[O:69])[CH2:64][CH:65]([CH3:67])[CH3:66])(OCC1C2C(=CC=CC=2)C2C1=CC=CC=2)=O, predict the reaction product. The product is: [NH2:62][C@H:63]([C:68]([O:1][C@@H:2]1[C:10]2[C:5](=[CH:6][CH:7]=[CH:8][CH:9]=2)[CH2:4][C@@:3]1([CH2:20][C:21]1[CH:29]=[CH:28][C:24]([C:25](=[O:26])[NH2:27])=[CH:23][CH:22]=1)[C:11]1[CH2:12][C:13]2[C:18]([CH:19]=1)=[CH:17][CH:16]=[CH:15][CH:14]=2)=[O:69])[CH2:64][CH:65]([CH3:67])[CH3:66]. (8) Given the reactants [OH-].[Na+].[CH3:3][C:4]1[CH:5]=[C:6]([CH:11]=[CH:12][C:13]=1[C:14]#[C:15][CH2:16][CH2:17][CH3:18])[C:7]([O:9]C)=[O:8], predict the reaction product. The product is: [CH3:3][C:4]1[CH:5]=[C:6]([CH:11]=[CH:12][C:13]=1[C:14]#[C:15][CH2:16][CH2:17][CH3:18])[C:7]([OH:9])=[O:8].